From a dataset of Full USPTO retrosynthesis dataset with 1.9M reactions from patents (1976-2016). Predict the reactants needed to synthesize the given product. (1) Given the product [F:1][C:2]1[CH:3]=[C:4]([CH:20]=[CH:21][C:22]=1[NH:23][C:24]([NH:26][C:27]1[CH:32]=[C:31]([CH3:33])[CH:30]=[CH:29][C:28]=1[F:34])=[O:25])[O:5][C:6]1[CH:11]=[CH:10][N:9]=[C:8]([C:12]2[NH:16][CH:15]=[C:14]([C:17]([NH:75][CH2:74][CH2:73][C:72]([O:71][CH2:69][CH3:70])=[O:76])=[O:18])[CH:13]=2)[CH:7]=1, predict the reactants needed to synthesize it. The reactants are: [F:1][C:2]1[CH:3]=[C:4]([CH:20]=[CH:21][C:22]=1[NH:23][C:24]([NH:26][C:27]1[CH:32]=[C:31]([CH3:33])[CH:30]=[CH:29][C:28]=1[F:34])=[O:25])[O:5][C:6]1[CH:11]=[CH:10][N:9]=[C:8]([C:12]2[NH:16][CH:15]=[C:14]([C:17](O)=[O:18])[CH:13]=2)[CH:7]=1.CN(C(ON1N=NC2C=CC=NC1=2)=[N+](C)C)C.F[P-](F)(F)(F)(F)F.C(N(CC)C(C)C)(C)C.Cl.[CH2:69]([O:71][C:72](=[O:76])[CH2:73][CH2:74][NH2:75])[CH3:70].Cl. (2) Given the product [NH2:1][C:2]1[CH:3]=[CH:4][C:5]([S:12](=[O:24])(=[O:25])[NH:13][C:14]2[CH:15]=[CH:16][C:17]3[CH2:21][O:20][B:19]([OH:22])[C:18]=3[CH:23]=2)=[C:6]([CH2:8][C:9]([NH:32][CH:26]2[CH2:31][CH2:30][CH2:29][CH2:28][CH2:27]2)=[O:11])[CH:7]=1, predict the reactants needed to synthesize it. The reactants are: [NH2:1][C:2]1[CH:3]=[CH:4][C:5]([S:12](=[O:25])(=[O:24])[NH:13][C:14]2[CH:15]=[CH:16][C:17]3[CH2:21][O:20][B:19]([OH:22])[C:18]=3[CH:23]=2)=[C:6]([CH2:8][C:9]([OH:11])=O)[CH:7]=1.[CH:26]1([NH2:32])[CH2:31][CH2:30][CH2:29][CH2:28][CH2:27]1.C1CN([P+](ON2N=NC3C=CC=CC2=3)(N2CCCC2)N2CCCC2)CC1.F[P-](F)(F)(F)(F)F.C(N(CC)CC)C. (3) Given the product [NH2:33][C:30]1[N:31]=[CH:32][C:27]([C:2]2[C:10]3[N:9]4[CH2:11][CH2:12][CH2:13][NH:14][C:15](=[O:16])[C:8]4=[CH:7][C:6]=3[CH:5]=[C:4]([C:17]#[N:18])[CH:3]=2)=[CH:28][CH:29]=1, predict the reactants needed to synthesize it. The reactants are: Br[C:2]1[C:10]2[N:9]3[CH2:11][CH2:12][CH2:13][NH:14][C:15](=[O:16])[C:8]3=[CH:7][C:6]=2[CH:5]=[C:4]([C:17]#[N:18])[CH:3]=1.CC1(C)C(C)(C)OB([C:27]2[CH:28]=[CH:29][C:30]([NH2:33])=[N:31][CH:32]=2)O1.